Dataset: Catalyst prediction with 721,799 reactions and 888 catalyst types from USPTO. Task: Predict which catalyst facilitates the given reaction. (1) Reactant: [CH2:1]([OH:4])[CH2:2][OH:3].[Cl:5][C:6]1[S:7][C:8]([CH:12]=O)=[C:9]([Cl:11])[N:10]=1. Product: [Cl:5][C:6]1[S:7][C:8]([CH:12]2[O:4][CH2:1][CH2:2][O:3]2)=[C:9]([Cl:11])[N:10]=1. The catalyst class is: 743. (2) Reactant: [C:1]1([C:11]2[CH:15]=[CH:14][N:13]([Si:16]([CH:23]([CH3:25])[CH3:24])([CH:20]([CH3:22])[CH3:21])[CH:17]([CH3:19])[CH3:18])[CH:12]=2)[C:10]2[C:5](=[CH:6][CH:7]=[CH:8][CH:9]=2)[CH:4]=[CH:3][CH:2]=1.P(Br)(Br)[Br:27].C1C(=O)N(Br)C(=O)C1. Product: [Br:27][C:15]1[C:11]([C:1]2[C:10]3[C:5](=[CH:6][CH:7]=[CH:8][CH:9]=3)[CH:4]=[CH:3][CH:2]=2)=[CH:12][N:13]([Si:16]([CH:20]([CH3:22])[CH3:21])([CH:23]([CH3:25])[CH3:24])[CH:17]([CH3:18])[CH3:19])[CH:14]=1. The catalyst class is: 1. (3) Reactant: [ClH:1].[NH2:2][C:3]1[N:12]=[CH:11][C:10]2[CH2:9][CH:8]([NH:13][C:14]([C@@H:16]3[CH2:20][CH2:19][CH2:18][N:17]3[C:21](=[O:38])[C@H:22]([NH:30]C(=O)OC(C)(C)C)[CH2:23][C:24]3[CH:29]=[CH:28][CH:27]=[CH:26][CH:25]=3)=[O:15])[CH2:7][CH2:6][C:5]=2[N:4]=1. Product: [ClH:1].[ClH:1].[NH2:30][C@H:22]([CH2:23][C:24]1[CH:25]=[CH:26][CH:27]=[CH:28][CH:29]=1)[C:21]([N:17]1[CH2:18][CH2:19][CH2:20][C@H:16]1[C:14]([NH:13][CH:8]1[CH2:7][CH2:6][C:5]2[N:4]=[C:3]([NH2:2])[N:12]=[CH:11][C:10]=2[CH2:9]1)=[O:15])=[O:38]. The catalyst class is: 15. (4) Reactant: COC1C=C(OC)C=CC=1C[N:6]1[C:11](=[O:12])[C:10]([C:13]([OH:15])=[O:14])=[C:9]([OH:16])[C:8]2[CH2:17][CH2:18][CH2:19][C:20]3[CH:25]=[C:24]([N:26]([CH3:28])[CH3:27])[CH:23]=[CH:22][C:21]=3[C:7]1=2.[SiH](C(C)C)(C(C)C)C(C)C.C(O)(C(F)(F)F)=O. Product: [CH3:27][N:26]([CH3:28])[C:24]1[CH:23]=[CH:22][C:21]2[C:7]3[NH:6][C:11](=[O:12])[C:10]([C:13]([OH:15])=[O:14])=[C:9]([OH:16])[C:8]=3[CH2:17][CH2:18][CH2:19][C:20]=2[CH:25]=1. The catalyst class is: 2. (5) Reactant: [OH:1][CH2:2][C:3]1[O:4][C:5]2[CH:11]=[CH:10][C:9]([C:12]3[CH:17]=[CH:16][CH:15]=[CH:14][CH:13]=3)=[CH:8][C:6]=2[CH:7]=1.[CH3:18][O:19][C:20](=[O:32])[C@H:21]([N:29]=[C:30]=[O:31])[CH2:22][C:23]1[CH:28]=[CH:27][CH:26]=[CH:25][CH:24]=1.C(N(CC)CC)C. Product: [CH3:18][O:19][C:20](=[O:32])[C@H:21]([NH:29][C:30]([O:1][CH2:2][C:3]1[O:4][C:5]2[CH:11]=[CH:10][C:9]([C:12]3[CH:13]=[CH:14][CH:15]=[CH:16][CH:17]=3)=[CH:8][C:6]=2[CH:7]=1)=[O:31])[CH2:22][C:23]1[CH:24]=[CH:25][CH:26]=[CH:27][CH:28]=1. The catalyst class is: 1.